Dataset: Forward reaction prediction with 1.9M reactions from USPTO patents (1976-2016). Task: Predict the product of the given reaction. Given the reactants [NH:1]1[CH2:6][CH2:5][CH:4]([C:7]([NH2:9])=[O:8])[CH2:3][CH2:2]1.[C:10](O[C:10]([O:12][C:13]([CH3:16])([CH3:15])[CH3:14])=[O:11])([O:12][C:13]([CH3:16])([CH3:15])[CH3:14])=[O:11], predict the reaction product. The product is: [C:13]([O:12][C:10]([N:1]1[CH2:6][CH2:5][CH:4]([C:7]([NH2:9])=[O:8])[CH2:3][CH2:2]1)=[O:11])([CH3:16])([CH3:15])[CH3:14].